This data is from Full USPTO retrosynthesis dataset with 1.9M reactions from patents (1976-2016). The task is: Predict the reactants needed to synthesize the given product. (1) Given the product [Br:10][C:7]1[CH:8]=[CH:9][N:4]2[N:3]=[C:2]([N:13]([CH:14]3[CH2:16][CH2:15]3)[CH3:12])[N:11]=[C:5]2[CH:6]=1, predict the reactants needed to synthesize it. The reactants are: Br[C:2]1[N:11]=[C:5]2[CH:6]=[C:7]([Br:10])[CH:8]=[CH:9][N:4]2[N:3]=1.[CH3:12][NH:13][CH:14]1[CH2:16][CH2:15]1. (2) Given the product [OH:36][C@H:29]([C:30]1[CH:35]=[CH:34][CH:33]=[CH:32][CH:31]=1)[CH2:7][C:8]([O:10][CH3:11])=[O:9], predict the reactants needed to synthesize it. The reactants are: C[Si](C)(C)Cl.Br[CH2:7][C:8]([O:10][CH3:11])=[O:9].C1C[C@H]2N(C[C@H]3[C@@H]4CCCCN4C[C@@H]2C3)CC1.[CH:29](=[O:36])[C:30]1[CH:35]=[CH:34][CH:33]=[CH:32][CH:31]=1.Cl. (3) Given the product [Cl:1][C:2]1[N:7]2[CH:8]=[CH:9][N:10]=[C:6]2[C:5]([O:11][CH2:12][C@@H:13]2[CH2:18][CH2:17][CH2:16][NH:15][CH2:14]2)=[N:4][C:3]=1[C:26]1[CH:27]=[CH:28][C:29]([C:32]#[N:33])=[CH:30][CH:31]=1, predict the reactants needed to synthesize it. The reactants are: [Cl:1][C:2]1[N:7]2[CH:8]=[CH:9][N:10]=[C:6]2[C:5]([O:11][CH2:12][C@@H:13]2[CH2:18][CH2:17][CH2:16][N:15](C(OC(C)(C)C)=O)[CH2:14]2)=[N:4][C:3]=1[C:26]1[CH:31]=[CH:30][C:29]([C:32]#[N:33])=[CH:28][CH:27]=1.FC(F)(F)C(O)=O. (4) The reactants are: C1C=C[NH+]=CC=1.C1C=C[NH+]=CC=1.[O-][Cr](O[Cr]([O-])(=O)=O)(=O)=O.[F:22][C:23]1[CH:28]=[CH:27][C:26]([CH:29]([C:31]2[C:40]([N+:41]([O-:43])=[O:42])=[C:39]3[C:34]([CH:35]=[CH:36][CH:37]=[N:38]3)=[CH:33][CH:32]=2)[OH:30])=[CH:25][CH:24]=1. Given the product [F:22][C:23]1[CH:24]=[CH:25][C:26]([C:29]([C:31]2[C:40]([N+:41]([O-:43])=[O:42])=[C:39]3[C:34]([CH:35]=[CH:36][CH:37]=[N:38]3)=[CH:33][CH:32]=2)=[O:30])=[CH:27][CH:28]=1, predict the reactants needed to synthesize it.